The task is: Binary Classification. Given a T-cell receptor sequence (or CDR3 region) and an epitope sequence, predict whether binding occurs between them.. This data is from TCR-epitope binding with 47,182 pairs between 192 epitopes and 23,139 TCRs. (1) The epitope is KTSVDCTMYI. The TCR CDR3 sequence is CASSLGQGVGEQYF. Result: 1 (the TCR binds to the epitope). (2) Result: 0 (the TCR does not bind to the epitope). The epitope is SFHSLHLLF. The TCR CDR3 sequence is CASSVEGTILTDTQYF. (3) The epitope is TEILPVSMTK. The TCR CDR3 sequence is CASSLGAQGANYGYTF. Result: 1 (the TCR binds to the epitope). (4) The epitope is ATDALMTGY. The TCR CDR3 sequence is CASSQGFGGGTAYEQYF. Result: 0 (the TCR does not bind to the epitope). (5) The epitope is LLWNGPMAV. The TCR CDR3 sequence is CSALAGAFYEQYF. Result: 1 (the TCR binds to the epitope). (6) The epitope is LEPLVDLPI. The TCR CDR3 sequence is CASSQDPLSGYIVAGQETQYF. Result: 1 (the TCR binds to the epitope). (7) The epitope is FADDLNQLTGY. The TCR CDR3 sequence is CASSLGGANVLTF. Result: 0 (the TCR does not bind to the epitope).